Dataset: Drug-target binding data from BindingDB using IC50 measurements. Task: Regression. Given a target protein amino acid sequence and a drug SMILES string, predict the binding affinity score between them. We predict pIC50 (pIC50 = -log10(IC50 in M); higher means more potent). Dataset: bindingdb_ic50. (1) The small molecule is COC(=O)N[C@@H]1Cc2ccc(NC(=O)c3cc(C)cc(C)c3-c3ccc(C(F)(F)F)cc3)cc2C1. The target protein (P04114) has sequence MDPPRPALLALLALPALLLLLLAGARAEEEMLENVSLVCPKDATRFKHLRKYTYNYEAESSSGVPGTADSRSATRINCKVELEVPQLCSFILKTSQCTLKEVYGFNPEGKALLKKTKNSEEFAAAMSRYELKLAIPEGKQVFLYPEKDEPTYILNIKRGIISALLVPPETEEAKQVLFLDTVYGNCSTHFTVKTRKGNVATEISTERDLGQCDRFKPIRTGISPLALIKGMTRPLSTLISSSQSCQYTLDAKRKHVAEAICKEQHLFLPFSYKNKYGMVAQVTQTLKLEDTPKINSRFFGEGTKKMGLAFESTKSTSPPKQAEAVLKTLQELKKLTISEQNIQRANLFNKLVTELRGLSDEAVTSLLPQLIEVSSPITLQALVQCGQPQCSTHILQWLKRVHANPLLIDVVTYLVALIPEPSAQQLREIFNMARDQRSRATLYALSHAVNNYHKTNPTGTQELLDIANYLMEQIQDDCTGDEDYTYLILRVIGNMGQTME.... The pIC50 is 8.6. (2) The drug is O=C(CCCc1ccc2cccnc2n1)NCc1cnn(-c2ccc(F)c(C(F)(F)F)c2)c1. The target protein (Q9BXA5) has sequence MLGIMAWNATCKNWLAAEAALEKYYLSIFYGIEFVVGVLGNTIVVYGYIFSLKNWNSSNIYLFNLSVSDLAFLCTLPMLIRSYANGNWIYGDVLCISNRYVLHANLYTSILFLTFISIDRYLIIKYPFREHLLQKKEFAILISLAIWVLVTLELLPILPLINPVITDNGTTCNDFASSGDPNYNLIYSMCLTLLGFLIPLFVMCFFYYKIALFLKQRNRQVATALPLEKPLNLVIMAVVIFSVLFTPYHVMRNVRIASRLGSWKQYQCTQVVINSFYIVTRPLAFLNSVINPVFYFLLGDHFRDMLMNQLRHNFKSLTSFSRWAHELLLSFREK. The pIC50 is 6.7. (3) The small molecule is Cn1c(N(Cc2ccc(OCCCC(=O)O)cc2)[C@H]2CC[C@H](C(C)(C)C)CC2)nc2cc(OC3CCCC3)ccc21. The target protein (Q9UHC9) has sequence MAEAGLRGWLLWALLLRLAQSEPYTTIHQPGYCAFYDECGKNPELSGSLMTLSNVSCLSNTPARKITGDHLILLQKICPRLYTGPNTQACCSAKQLVSLEASLSITKALLTRCPACSDNFVNLHCHNTCSPNQSLFINVTRVAQLGAGQLPAVVAYEAFYQHSFAEQSYDSCSRVRVPAAATLAVGTMCGVYGSALCNAQRWLNFQGDTGNGLAPLDITFHLLEPGQAVGSGIQPLNEGVARCNESQGDDVATCSCQDCAASCPAIARPQALDSTFYLGQMPGSLVLIIILCSVFAVVTILLVGFRVAPARDKSKMVDPKKGTSLSDKLSFSTHTLLGQFFQGWGTWVASWPLTILVLSVIPVVALAAGLVFTELTTDPVELWSAPNSQARSEKAFHDQHFGPFFRTNQVILTAPNRSSYRYDSLLLGPKNFSGILDLDLLLELLELQERLRHLQVWSPEAQRNISLQDICYAPLNPDNTSLYDCCINSLLQYFQNNRTL.... The pIC50 is 5.1. (4) The drug is C[C@H](NC(=O)OCc1ccccc1)C(=O)N[C@@H](C)C(=O)NN(CC(N)=O)C(=O)C=CC(=O)N1CC=C(c2ccccc2)CC1. The target protein sequence is MFCLLQLARCDRFAVLIAGSNDFYNYRHQADIFNMYQQLVKRGFDDQHITMMAYDDIALSSENPFRGKVFHTLKHVNIYPGSSKINYAHNSVTADQFYTVLTTLKSTTSDNVYIYYDNHGGPGILGVPDGVPGGYIEAEPLAKAFDTMEAKGLYGKLFFGIEACYSGSVAAVFRAKNMCTITAANDDESSYAAVYDSTVGAYLSNEFSNYFMAYLDSNPQNTIGNLYTKVKAQTTGSHVCYYGDVNMKNLKLSDFLGTPNEVVAPKADAKIDIIPHYLATKSTLYQLAQSTDAKIAGRAKVALHEVIAAAEKLDLTLTSIAEILEPETKNVLRAKCGKITPEYFEVLHYFTEKYGVVKGDDMIKLRVLVNLALKHKVADIKAAIDAIC. The pIC50 is 8.0. (5) The pIC50 is 4.0. The drug is CC(C)CC(=O)c1ccc(O)cc1. The target protein (P05480) has sequence MGSNKSKPKDASQRRRSLEPSENVHGAGGAFPASQTPSKPASADGHRGPSAAFVPPAAEPKLFGGFNSSDTVTSPQRAGPLAGGVTTFVALYDYESRTETDLSFKKGERLQIVNNTRKVDVREGDWWLAHSLSTGQTGYIPSNYVAPSDSIQAEEWYFGKITRRESERLLLNAENPRGTFLVRESETTKGAYCLSVSDFDNAKGLNVKHYKIRKLDSGGFYITSRTQFNSLQQLVAYYSKHADGLCHRLTTVCPTSKPQTQGLAKDAWEIPRESLRLEVKLGQGCFGEVWMGTWNGTTRVAIKTLKPGTMSPEAFLQEAQVMKKLRHEKLVQLYAVVSEEPIYIVTEYMNKGSLLDFLKGETGKYLRLPQLVDMSAQIASGMAYVERMNYVHRDLRAANILVGENLVCKVADFGLARLIEDNEYTARQGAKFPIKWTAPEAALYGRFTIKSDVWSFGILLTELTTKGRVPYPGMVNREVLDQVERGYRMPCPPECPESLH....